From a dataset of Peptide-MHC class II binding affinity with 134,281 pairs from IEDB. Regression. Given a peptide amino acid sequence and an MHC pseudo amino acid sequence, predict their binding affinity value. This is MHC class II binding data. The peptide sequence is GELELQFRRVKCKYP. The MHC is HLA-DQA10102-DQB10602 with pseudo-sequence HLA-DQA10102-DQB10602. The binding affinity (normalized) is 0.138.